Dataset: Full USPTO retrosynthesis dataset with 1.9M reactions from patents (1976-2016). Task: Predict the reactants needed to synthesize the given product. (1) Given the product [CH:29]1([C:2]2[C:10]3[C:9](=[O:11])[N:8]([CH2:12][O:13][CH2:14][CH2:15][Si:16]([CH3:19])([CH3:18])[CH3:17])[N:7]=[CH:6][C:5]=3[N:4]([CH2:20][O:21][CH2:22][CH2:23][Si:24]([CH3:27])([CH3:26])[CH3:25])[CH:3]=2)[CH2:37][CH2:32]1, predict the reactants needed to synthesize it. The reactants are: I[C:2]1[C:10]2[C:9](=[O:11])[N:8]([CH2:12][O:13][CH2:14][CH2:15][Si:16]([CH3:19])([CH3:18])[CH3:17])[N:7]=[CH:6][C:5]=2[N:4]([CH2:20][O:21][CH2:22][CH2:23][Si:24]([CH3:27])([CH3:26])[CH3:25])[CH:3]=1.Br[C:29]1[C:37]2C(=O)N(COCC[Si](C)(C)C)N=C[C:32]=2N(COCC[Si](C)(C)C)C=1.C1(P(C2CCCCC2)C2CCCCC2)CCCCC1. (2) Given the product [C:1]1([C:7]2[S:11][C:10]([NH:12][NH:13][C:25](=[O:26])[CH2:24][C:20]3[CH:19]=[C:18]4[C:23](=[CH:22][CH:21]=3)[N:14]=[CH:15][CH:16]=[CH:17]4)=[N:9][CH:8]=2)[CH:2]=[CH:3][CH:4]=[CH:5][CH:6]=1, predict the reactants needed to synthesize it. The reactants are: [C:1]1([C:7]2[S:11][C:10]([NH:12][NH2:13])=[N:9][CH:8]=2)[CH:6]=[CH:5][CH:4]=[CH:3][CH:2]=1.[N:14]1[C:23]2[C:18](=[CH:19][C:20]([CH2:24][C:25](O)=[O:26])=[CH:21][CH:22]=2)[CH:17]=[CH:16][CH:15]=1.C(Cl)CCl.C1C=CC2N(O)N=NC=2C=1.C([O-])([O-])=O.[K+].[K+]. (3) Given the product [CH3:38][CH:39]([CH2:43][C:44]([CH3:47])([CH3:46])[CH3:45])[CH2:40][CH:41]=[C:12]([C:3]1[CH:4]=[CH:5][C:6]2[C:11](=[CH:10][CH:9]=[CH:8][CH:7]=2)[CH:2]=1)[CH3:13], predict the reactants needed to synthesize it. The reactants are: [Br-].[CH:2]1[C:11]2[C:6](=[CH:7][CH:8]=[CH:9][CH:10]=2)[CH:5]=[CH:4][C:3]=1[CH:12]([P+](C1C=CC=CC=1)(C1C=CC=CC=1)C1C=CC=CC=1)[CH3:13].[Li]CCCC.[CH3:38][CH:39]([CH2:43][C:44]([CH3:47])([CH3:46])[CH3:45])[CH2:40][CH:41]=O. (4) Given the product [CH:14]1([CH2:13][O:12][C:3]2[C:4]([O:8][CH2:9][O:10][CH3:11])=[CH:5][CH:6]=[CH:7][C:2]=2[I:28])[CH2:16][CH2:15]1, predict the reactants needed to synthesize it. The reactants are: Br[C:2]1[CH:7]=[CH:6][CH:5]=[C:4]([O:8][CH2:9][O:10][CH3:11])[C:3]=1[O:12][CH2:13][CH:14]1[CH2:16][CH2:15]1.CCCCCC.C([Li])CCC.[I:28]I.S([O-])([O-])(=O)=S.[Na+].[Na+].